Regression. Given a peptide amino acid sequence and an MHC pseudo amino acid sequence, predict their binding affinity value. This is MHC class II binding data. From a dataset of Peptide-MHC class II binding affinity with 134,281 pairs from IEDB. The peptide sequence is GQWRGAAGTAAQAAV. The MHC is DRB1_0701 with pseudo-sequence DRB1_0701. The binding affinity (normalized) is 0.541.